From a dataset of Experimentally validated miRNA-target interactions with 360,000+ pairs, plus equal number of negative samples. Binary Classification. Given a miRNA mature sequence and a target amino acid sequence, predict their likelihood of interaction. The miRNA is gga-miR-181a-5p with sequence AACAUUCAACGCUGUCGGUGAGU. The protein sequence of the target gene is MKLSLVAAVLLLLLGTARAEEEDKKEDVGTVVGIDLGTTYSCVGVFKNGRVEIIANDQGNRITPSYVAFTPEGERLIGDAAKNQLTSNPENTVFDAKRLIGRTWNDPSVQQDIKFLPFKVVEKKTKPYIQVDVGGGQTKTFAPEEISAMVLTKMKETAEAYLGKKVTHAVVTVPAYFNDAQRQATKDAGTIAGLNVMRIINEPTAAAIAYGLDKREGEKNILVFDLGGGTFDVSLLTIDNGVFEVVATNGDTHLGGEDFDQRVMEHFIKLYKKKTGKDVRKDNRAVQKLRREVEKAKRAL.... Result: 0 (no interaction).